This data is from Full USPTO retrosynthesis dataset with 1.9M reactions from patents (1976-2016). The task is: Predict the reactants needed to synthesize the given product. (1) Given the product [C:18](=[O:30])([O:19][CH2:20][CH2:21][N:22]([C:24]([N:15]1[C:16]([CH3:17])=[C:12]([CH2:11][S:10][CH2:9][CH2:8][N:7]=[C:4]([NH:3][C:1]#[N:2])[NH:5][CH3:6])[N:13]=[CH:14]1)=[O:25])[CH3:23])[O:27][CH2:28][CH3:29], predict the reactants needed to synthesize it. The reactants are: [C:1]([NH:3][C:4](=[N:7][CH2:8][CH2:9][S:10][CH2:11][C:12]1[N:13]=[CH:14][NH:15][C:16]=1[CH3:17])[NH:5][CH3:6])#[N:2].[C:18](=[O:30])([O:27][CH2:28][CH3:29])[O:19][CH2:20][CH2:21][N:22]([C:24](Cl)=[O:25])[CH3:23].C(N(CC)CC)C. (2) Given the product [CH2:3]([O:5][C:6](=[O:12])[CH2:7][NH:8][CH2:9][CH2:10][NH:11][S:25]([C:23]1[S:24][C:20]([C:17]2[CH:18]=[CH:19][C:14]([Cl:13])=[CH:15][CH:16]=2)=[N:21][N:22]=1)(=[O:26])=[O:27])[CH3:4], predict the reactants needed to synthesize it. The reactants are: Cl.Cl.[CH2:3]([O:5][C:6](=[O:12])[CH2:7][NH:8][CH2:9][CH2:10][NH2:11])[CH3:4].[Cl:13][C:14]1[CH:19]=[CH:18][C:17]([C:20]2[S:24][C:23]([S:25](Cl)(=[O:27])=[O:26])=[N:22][N:21]=2)=[CH:16][CH:15]=1.C(N(CC)CC)C. (3) The reactants are: [CH3:1][O:2][C:3]1[CH:12]=[CH:11][C:6]([C:7]([O:9]C)=O)=[C:5]([C:13]#[C:14][CH2:15][CH:16]([CH3:18])[CH3:17])[CH:4]=1.Cl.[CH3:20][NH:21][O:22][CH3:23].[Li]CCCC. Given the product [CH3:20][N:21]([O:22][CH3:23])[C:7](=[O:9])[C:6]1[CH:11]=[CH:12][C:3]([O:2][CH3:1])=[CH:4][C:5]=1[C:13]#[C:14][CH2:15][CH:16]([CH3:18])[CH3:17], predict the reactants needed to synthesize it. (4) Given the product [OH:61][C:29]([CH3:34])([CH3:30])[C:27]#[C:26][C:2]1[C:23]([O:24][CH3:25])=[CH:22][C:5]2[C:6]([CH3:21])([CH3:20])[C:7]3[NH:8][C:9]4[C:14]([C:15]=3[C:16](=[O:17])[C:4]=2[CH:3]=1)=[CH:13][CH:12]=[C:11]([C:18]#[N:19])[CH:10]=4, predict the reactants needed to synthesize it. The reactants are: Br[C:2]1[C:23]([O:24][CH3:25])=[CH:22][C:5]2[C:6]([CH3:21])([CH3:20])[C:7]3[NH:8][C:9]4[C:14]([C:15]=3[C:16](=[O:17])[C:4]=2[CH:3]=1)=[CH:13][CH:12]=[C:11]([C:18]#[N:19])[CH:10]=4.[CH3:26][CH:27]([C:29]1[CH:34]=C(C(C)C)C(C2C=CC=CC=2P(C2CCCCC2)C2CCCCC2)=C(C(C)C)[CH:30]=1)C.C(=O)([O-])[O-:61].[Cs+].[Cs+].CC(C)C#CO.